Dataset: Full USPTO retrosynthesis dataset with 1.9M reactions from patents (1976-2016). Task: Predict the reactants needed to synthesize the given product. Given the product [CH2:19]([O:13][C:10]1[CH:11]=[CH:12][C:7]([F:6])=[C:8]([N+:14]([O-:16])=[O:15])[CH:9]=1)[CH3:20], predict the reactants needed to synthesize it. The reactants are: CN(C=O)C.[F:6][C:7]1[CH:12]=[CH:11][C:10]([OH:13])=[CH:9][C:8]=1[N+:14]([O-:16])=[O:15].[H-].[Na+].[CH2:19](I)[CH3:20].